From a dataset of Catalyst prediction with 721,799 reactions and 888 catalyst types from USPTO. Predict which catalyst facilitates the given reaction. (1) Reactant: [CH3:1][C:2]1[CH:6]=[CH:5][N:4]([C:7]2[CH:12]=[CH:11][CH:10]=[CH:9][C:8]=2[OH:13])[CH:3]=1.O=[C:15]1[CH2:20][CH2:19][N:18]([C:21]([O:23][C:24]([CH3:27])([CH3:26])[CH3:25])=[O:22])[CH2:17][CH2:16]1.ClC(Cl)C(O)=O. The catalyst class is: 4. Product: [CH3:1][C:2]1[CH:6]=[C:5]2[N:4]([CH:3]=1)[C:7]1[CH:12]=[CH:11][CH:10]=[CH:9][C:8]=1[O:13][C:15]12[CH2:20][CH2:19][N:18]([C:21]([O:23][C:24]([CH3:27])([CH3:26])[CH3:25])=[O:22])[CH2:17][CH2:16]1. (2) Reactant: [I:1][C:2]1[CH:11]=[CH:10][C:9](I)=[CH:8][C:3]=1[C:4]([O:6]C)=[O:5].[OH:13][C:14]1[CH:19]=[CH:18][CH:17]=[CH:16][N:15]=1.OC1C=CC=C2C=1N=CC=C2.[O-]P([O-])([O-])=O.[K+].[K+].[K+]. Product: [I:1][C:2]1[CH:11]=[CH:10][C:9]([N:15]2[CH:16]=[CH:17][CH:18]=[CH:19][C:14]2=[O:13])=[CH:8][C:3]=1[C:4]([OH:6])=[O:5]. The catalyst class is: 185. (3) Reactant: [C:1]1([CH2:7][C:8]2[CH:13]=[CH:12][CH:11]=[CH:10][C:9]=2[CH2:14][C:15]([OH:17])=O)[CH:6]=[CH:5][CH:4]=[CH:3][CH:2]=1. Product: [CH:10]1[C:9]2[CH2:14][C:15](=[O:17])[C:6]3[CH:5]=[CH:4][CH:3]=[CH:2][C:1]=3[CH2:7][C:8]=2[CH:13]=[CH:12][CH:11]=1. The catalyst class is: 6. (4) Reactant: [NH:1]1[CH2:4][CH:3]([OH:5])[CH2:2]1.CCN(C(C)C)C(C)C.[CH3:15][S:16](Cl)(=[O:18])=[O:17]. Product: [CH3:15][S:16]([O:5][CH:3]1[CH2:4][N:1]([S:16]([CH3:15])(=[O:18])=[O:17])[CH2:2]1)(=[O:18])=[O:17]. The catalyst class is: 7. (5) The catalyst class is: 5. Reactant: [CH3:1][O:2][C:3]([C:5]1([C:13]#[N:14])[C:7]2([CH2:12][CH2:11][CH2:10][CH2:9][CH2:8]2)[CH2:6]1)=[O:4].[BH4-].[Na+].C(=O)([O-])[O-].[K+].[K+].[C:23]([O:27][C:28](O[C:28]([O:27][C:23]([CH3:26])([CH3:25])[CH3:24])=[O:29])=[O:29])([CH3:26])([CH3:25])[CH3:24]. Product: [CH3:1][O:2][C:3]([C:5]1([CH2:13][NH:14][C:28]([O:27][C:23]([CH3:26])([CH3:25])[CH3:24])=[O:29])[C:7]2([CH2:8][CH2:9][CH2:10][CH2:11][CH2:12]2)[CH2:6]1)=[O:4]. (6) Reactant: [NH2:1][C:2]1[CH:10]=[C:9]([O:11][CH3:12])[CH:8]=[C:7]([O:13][CH3:14])[C:3]=1[C:4]([NH2:6])=[O:5].CC1(C)[O:20][CH:19]([CH2:21][O:22][C:23]2[C:30]([CH3:31])=[CH:29][C:26]([CH:27]=O)=[CH:25][C:24]=2[CH3:32])[CH2:18][O:17]1.S([O-])(O)=O.[Na+].C1(C)C=CC(S(O)(=O)=O)=CC=1. Product: [OH:20][CH:19]([CH2:18][OH:17])[CH2:21][O:22][C:23]1[C:24]([CH3:32])=[CH:25][C:26]([C:27]2[NH:6][C:4](=[O:5])[C:3]3[C:2](=[CH:10][C:9]([O:11][CH3:12])=[CH:8][C:7]=3[O:13][CH3:14])[N:1]=2)=[CH:29][C:30]=1[CH3:31]. The catalyst class is: 80.